Task: Predict which catalyst facilitates the given reaction.. Dataset: Catalyst prediction with 721,799 reactions and 888 catalyst types from USPTO (1) Reactant: [CH3:1][C:2]1[C:3]([N:9]2[CH2:14][CH2:13][N:12]([C:15]([C:17]3[CH:22]=[CH:21][C:20]([N:23]4[C@@H:27]([CH2:28][OH:29])[CH2:26][CH2:25][C:24]4=[O:30])=[CH:19][C:18]=3[F:31])=[O:16])[CH2:11][CH2:10]2)=[N:4][CH:5]=[C:6]([CH3:8])[CH:7]=1.[H-].[Na+].O1CCC[CH2:35]1.S(C1C=CC(C)=CC=1)(OC)(=O)=O. Product: [CH3:1][C:2]1[C:3]([N:9]2[CH2:10][CH2:11][N:12]([C:15]([C:17]3[CH:22]=[CH:21][C:20]([N:23]4[C@@H:27]([CH2:28][O:29][CH3:35])[CH2:26][CH2:25][C:24]4=[O:30])=[CH:19][C:18]=3[F:31])=[O:16])[CH2:13][CH2:14]2)=[N:4][CH:5]=[C:6]([CH3:8])[CH:7]=1. The catalyst class is: 145. (2) Reactant: [C:1]1([C@H:7]2[C:12](=[O:13])[CH:11]=[CH:10][CH2:9][N:8]2[S:14]([C:17]2[CH:23]=[CH:22][C:20]([CH3:21])=[CH:19][CH:18]=2)(=[O:16])=[O:15])[CH:6]=[CH:5][CH:4]=[CH:3][CH:2]=1. Product: [C:1]1([C@H:7]2[C:12](=[O:13])[CH2:11][CH2:10][CH2:9][N:8]2[S:14]([C:17]2[CH:18]=[CH:19][C:20]([CH3:21])=[CH:22][CH:23]=2)(=[O:16])=[O:15])[CH:2]=[CH:3][CH:4]=[CH:5][CH:6]=1. The catalyst class is: 78. (3) Product: [Cl:6][C:7]1[N:12]=[C:11]([N:13]2[CH2:18][CH2:17][O:16][CH2:15][C@H:14]2[CH3:19])[CH:10]=[C:9]([CH2:20][S:2]([CH3:1])(=[O:4])=[O:3])[N:8]=1. Reactant: [CH3:1][S:2]([O-:4])=[O:3].[Na+].[Cl:6][C:7]1[N:12]=[C:11]([N:13]2[CH2:18][CH2:17][O:16][CH2:15][C@H:14]2[CH3:19])[CH:10]=[C:9]([CH2:20]I)[N:8]=1. The catalyst class is: 85. (4) Reactant: Cl[C:2]1[N:10]=[CH:9][N:8]=[C:7]2[C:3]=1[N:4]=[C:5]([C:18]1[CH:23]=[CH:22][C:21]([Cl:24])=[CH:20][C:19]=1[Cl:25])[N:6]2[C:11]1[CH:16]=[CH:15][C:14]([Cl:17])=[CH:13][CH:12]=1.[CH:26]([N:39]1[CH2:42][CH:41]([OH:43])[CH2:40]1)([C:33]1[CH:38]=[CH:37][CH:36]=[CH:35][CH:34]=1)[C:27]1[CH:32]=[CH:31][CH:30]=[CH:29][CH:28]=1.CC(C)([O-])C.[K+]. Product: [CH:26]([N:39]1[CH2:42][CH:41]([O:43][C:2]2[N:10]=[CH:9][N:8]=[C:7]3[C:3]=2[N:4]=[C:5]([C:18]2[CH:23]=[CH:22][C:21]([Cl:24])=[CH:20][C:19]=2[Cl:25])[N:6]3[C:11]2[CH:12]=[CH:13][C:14]([Cl:17])=[CH:15][CH:16]=2)[CH2:40]1)([C:33]1[CH:38]=[CH:37][CH:36]=[CH:35][CH:34]=1)[C:27]1[CH:28]=[CH:29][CH:30]=[CH:31][CH:32]=1. The catalyst class is: 7. (5) Reactant: Cl[C:2]1[CH:7]=[CH:6][C:5]([C:8]([F:11])([F:10])[F:9])=[CH:4][N:3]=1.[CH2:12]([NH2:14])[CH3:13].C(=O)([O-])[O-].[K+].[K+]. Product: [CH2:12]([NH:14][C:2]1[CH:7]=[CH:6][C:5]([C:8]([F:11])([F:10])[F:9])=[CH:4][N:3]=1)[CH3:13]. The catalyst class is: 226. (6) Reactant: [Br:1][C:2]1[CH:3]=[C:4]([CH:21]=[C:22]([CH2:24]O)[CH:23]=1)[CH2:5][O:6][C:7]1[CH:12]=[CH:11][CH:10]=[CH:9][C:8]=1[CH2:13][C:14]([O:16][C:17]([CH3:20])([CH3:19])[CH3:18])=[O:15].C1C=CC(P(C2C=CC=CC=2)C2C=CC=CC=2)=CC=1.C(Br)(Br)(Br)[Br:46]. Product: [Br:1][C:2]1[CH:3]=[C:4]([CH:21]=[C:22]([CH2:24][Br:46])[CH:23]=1)[CH2:5][O:6][C:7]1[CH:12]=[CH:11][CH:10]=[CH:9][C:8]=1[CH2:13][C:14]([O:16][C:17]([CH3:20])([CH3:19])[CH3:18])=[O:15]. The catalyst class is: 2. (7) Reactant: Cl[C:2]1[CH:7]=[N:6][CH:5]=[C:4]([Cl:8])[N:3]=1.[CH3:9][CH:10]1[CH2:15][CH2:14][CH2:13][CH2:12][NH:11]1.C(=O)([O-])[O-].[K+].[K+].CC(N(C)C)=O. Product: [Cl:8][C:4]1[CH:5]=[N:6][CH:7]=[C:2]([N:11]2[CH2:12][CH2:13][CH2:14][CH2:15][CH:10]2[CH3:9])[N:3]=1. The catalyst class is: 6.